From a dataset of Peptide-MHC class II binding affinity with 134,281 pairs from IEDB. Regression. Given a peptide amino acid sequence and an MHC pseudo amino acid sequence, predict their binding affinity value. This is MHC class II binding data. (1) The peptide sequence is QAVLTATNFFGINTI. The MHC is DRB3_0101 with pseudo-sequence DRB3_0101. The binding affinity (normalized) is 0.305. (2) The peptide sequence is EALIHQLKINPYVLS. The MHC is H-2-IAd with pseudo-sequence H-2-IAd. The binding affinity (normalized) is 0.379. (3) The peptide sequence is RFDTNGDGKISLSEL. The MHC is DRB5_0101 with pseudo-sequence DRB5_0101. The binding affinity (normalized) is 0.225. (4) The peptide sequence is GSRSLTDLLRALGAQ. The MHC is DRB1_0802 with pseudo-sequence DRB1_0802. The binding affinity (normalized) is 0.409. (5) The peptide sequence is NPGLIIGALAGS. The MHC is DRB1_0405 with pseudo-sequence DRB1_0405. The binding affinity (normalized) is 0.0789. (6) The peptide sequence is TTFQQKISKYFNS. The MHC is DRB1_1501 with pseudo-sequence DRB1_1501. The binding affinity (normalized) is 0.281.